The task is: Regression. Given a peptide amino acid sequence and an MHC pseudo amino acid sequence, predict their binding affinity value. This is MHC class II binding data.. This data is from Peptide-MHC class II binding affinity with 134,281 pairs from IEDB. The MHC is HLA-DQA10301-DQB10302 with pseudo-sequence HLA-DQA10301-DQB10302. The binding affinity (normalized) is 0.341. The peptide sequence is DPKMLELMRLYITIH.